From a dataset of Catalyst prediction with 721,799 reactions and 888 catalyst types from USPTO. Predict which catalyst facilitates the given reaction. (1) Reactant: Cl[C:2]1[N:10]=[C:9]([F:11])[N:8]=[C:7]2[C:3]=1[N:4]=[CH:5][NH:6]2.[NH2:12][CH2:13][C:14]1[CH:19]=[CH:18][CH:17]=[CH:16][N:15]=1. Product: [F:11][C:9]1[N:8]=[C:7]2[C:3]([N:4]=[CH:5][NH:6]2)=[C:2]([NH:12][CH2:13][C:14]2[CH:19]=[CH:18][CH:17]=[CH:16][N:15]=2)[N:10]=1. The catalyst class is: 147. (2) Reactant: [NH2:17][C:16]1[CH:18]=[CH:19][C:20]([O:22][C:23]([F:24])([F:25])[F:26])=[CH:21][C:15]=1[S:14][S:14][C:15]1[CH:21]=[C:20]([O:22][C:23]([F:26])([F:25])[F:24])[CH:19]=[CH:18][C:16]=1[NH2:17].[NH:27]1[CH2:33][CH2:32][CH2:31][C:30](=O)[CH2:29][C:28]1=[O:35].C(N(CC)CC)C. Product: [F:26][C:23]([F:24])([F:25])[O:22][C:20]1[CH:19]=[CH:18][C:16]2[NH:17][C:30]3[CH2:31][CH2:32][CH2:33][NH:27][C:28](=[O:35])[C:29]=3[S:14][C:15]=2[CH:21]=1. The catalyst class is: 8. (3) Reactant: Cl[C:2]1[CH:9]=[CH:8][C:5]([C:6]#[N:7])=[CH:4][CH:3]=1.[CH2:10]([NH2:16])[CH2:11][CH2:12][CH2:13][CH2:14][CH3:15].[O-]P([O-])([O-])=O.[K+].[K+].[K+]. The catalyst class is: 57. Product: [CH2:10]([NH:16][C:2]1[CH:9]=[CH:8][C:5]([C:6]#[N:7])=[CH:4][CH:3]=1)[CH2:11][CH2:12][CH2:13][CH2:14][CH3:15]. (4) Reactant: [Br:1][C:2]1[CH:27]=[CH:26][C:5]([CH2:6][C@@:7]23[CH2:24][C@@H:23]([OH:25])[CH2:22][N:8]2[C:9](=[O:21])[N:10]([C:13]2[CH:18]=[C:17]([Cl:19])[CH:16]=[C:15]([Cl:20])[CH:14]=2)[C:11]3=[O:12])=[CH:4][CH:3]=1.CC(OI1(OC(C)=O)(OC(C)=O)OC(=O)C2C1=CC=CC=2)=O. Product: [Br:1][C:2]1[CH:3]=[CH:4][C:5]([CH2:6][C@@:7]23[CH2:24][C:23](=[O:25])[CH2:22][N:8]2[C:9](=[O:21])[N:10]([C:13]2[CH:14]=[C:15]([Cl:20])[CH:16]=[C:17]([Cl:19])[CH:18]=2)[C:11]3=[O:12])=[CH:26][CH:27]=1. The catalyst class is: 4. (5) Reactant: O=C1C2C(=CC=CC=2)C(=O)[N:3]1[CH2:12][CH2:13][CH2:14][C:15]#[C:16][C:17]1[CH:18]=[C:19]([CH:34]=[C:35]([O:37][CH3:38])[CH:36]=1)[O:20][CH:21]1[CH2:26][CH2:25][N:24]([C:27]([O:29][C:30]([CH3:33])([CH3:32])[CH3:31])=[O:28])[CH2:23][CH2:22]1.O.NN. Product: [NH2:3][CH2:12][CH2:13][CH2:14][C:15]#[C:16][C:17]1[CH:18]=[C:19]([CH:34]=[C:35]([O:37][CH3:38])[CH:36]=1)[O:20][CH:21]1[CH2:22][CH2:23][N:24]([C:27]([O:29][C:30]([CH3:32])([CH3:33])[CH3:31])=[O:28])[CH2:25][CH2:26]1. The catalyst class is: 8. (6) Reactant: O1CCCC1.C([O:8][C:9]([C:11]1[NH:37][C:14]2[N:15]=[CH:16][N:17]=[C:18]([O:19][C:20]3[CH:25]=[CH:24][C:23]([NH:26][C:27]([NH:29][C:30]4[CH:35]=[CH:34][C:33]([F:36])=[CH:32][CH:31]=4)=[O:28])=[CH:22][CH:21]=3)[C:13]=2[CH:12]=1)=O)C.[H-].[Al+3].[Li+].[H-].[H-].[H-]. Product: [F:36][C:33]1[CH:34]=[CH:35][C:30]([NH:29][C:27]([NH:26][C:23]2[CH:22]=[CH:21][C:20]([O:19][C:18]3[C:13]4[CH:12]=[C:11]([CH2:9][OH:8])[NH:37][C:14]=4[N:15]=[CH:16][N:17]=3)=[CH:25][CH:24]=2)=[O:28])=[CH:31][CH:32]=1. The catalyst class is: 6. (7) Reactant: [C:1]([O:5][C:6]([N:8]1[CH2:13][CH2:12][CH:11]([S:14][C:15]2[CH:16]=[C:17]3[C:22](=[CH:23][C:24]=2[Cl:25])[C:21](=[O:26])[N:20]([CH2:27][C:28]2[CH:33]=[CH:32][C:31]([O:34][CH3:35])=[CH:30][CH:29]=2)[CH:19]=[CH:18]3)[CH2:10][CH2:9]1)=[O:7])([CH3:4])([CH3:3])[CH3:2].ClC1C=CC=C(C(OO)=[O:44])C=1. Product: [C:1]([O:5][C:6]([N:8]1[CH2:9][CH2:10][CH:11]([S:14]([C:15]2[CH:16]=[C:17]3[C:22](=[CH:23][C:24]=2[Cl:25])[C:21](=[O:26])[N:20]([CH2:27][C:28]2[CH:29]=[CH:30][C:31]([O:34][CH3:35])=[CH:32][CH:33]=2)[CH:19]=[CH:18]3)=[O:44])[CH2:12][CH2:13]1)=[O:7])([CH3:4])([CH3:3])[CH3:2]. The catalyst class is: 4.